From a dataset of Reaction yield outcomes from USPTO patents with 853,638 reactions. Predict the reaction yield, written as a fraction of the theoretical maximum amount of product (1.0 means a 100% yield; for example, 0.34 means a 34% yield). (1) The reactants are [Br:1][C:2]1[CH:3]=[C:4]2[C:8](=[CH:9][CH:10]=1)[NH:7][CH:6]=[CH:5]2.[H-].[Na+].CC1C=CC(S(O[CH2:24][CH:25]2[CH2:29][CH:28]([CH3:30])[N:27]([CH2:31][C:32]3[CH:37]=[CH:36][CH:35]=[CH:34][CH:33]=3)[CH2:26]2)(=O)=O)=CC=1.C(OCC)(=O)C.CCCCCC. The catalyst is CN(C=O)C. The product is [CH2:31]([N:27]1[CH:28]([CH3:30])[CH2:29][CH:25]([CH2:24][N:7]2[C:8]3[C:4](=[CH:3][C:2]([Br:1])=[CH:10][CH:9]=3)[CH:5]=[CH:6]2)[CH2:26]1)[C:32]1[CH:37]=[CH:36][CH:35]=[CH:34][CH:33]=1. The yield is 0.560. (2) The reactants are CCN=C=NCCCN(C)C.[Cl:12][C:13]1[CH:14]=[C:15]2[C:20](=[CH:21][CH:22]=1)[CH:19]=[C:18]([S:23]([CH2:26][CH2:27][C:28]([OH:30])=O)(=[O:25])=[O:24])[CH:17]=[CH:16]2.Cl.Cl.[CH3:33][C:34]1[N:35]=[CH:36][NH:37][C:38]=1[CH:39]1[CH2:44][CH2:43][NH:42][CH2:41][CH2:40]1.C1C=CC2N(O)N=NC=2C=1.C(=O)([O-])[O-].[K+].[K+]. The catalyst is ClCCl. The product is [Cl:12][C:13]1[CH:14]=[C:15]2[C:20](=[CH:21][CH:22]=1)[CH:19]=[C:18]([S:23]([CH2:26][CH2:27][C:28]([N:42]1[CH2:41][CH2:40][CH:39]([C:38]3[NH:37][CH:36]=[N:35][C:34]=3[CH3:33])[CH2:44][CH2:43]1)=[O:30])(=[O:24])=[O:25])[CH:17]=[CH:16]2. The yield is 0.0400. (3) The reactants are [CH3:1][O:2][C:3]1[C:8]([N+:9]([O-:11])=[O:10])=[C:7]([O:12][CH3:13])[CH:6]=[CH:5][C:4]=1I.[C:15]([C:17]1[CH:18]=[N:19][N:20]([CH3:22])[CH:21]=1)#[CH:16].C(#N)C. The catalyst is Cl[Pd](Cl)([P](C1C=CC=CC=1)(C1C=CC=CC=1)C1C=CC=CC=1)[P](C1C=CC=CC=1)(C1C=CC=CC=1)C1C=CC=CC=1.[Cu]I.C(N(CC)CC)C. The product is [CH3:1][O:2][C:3]1[C:8]([N+:9]([O-:11])=[O:10])=[C:7]([O:12][CH3:13])[CH:6]=[CH:5][C:4]=1[C:16]#[C:15][C:17]1[CH:18]=[N:19][N:20]([CH3:22])[CH:21]=1. The yield is 0.710.